Dataset: Reaction yield outcomes from USPTO patents with 853,638 reactions. Task: Predict the reaction yield, written as a fraction of the theoretical maximum amount of product (1.0 means a 100% yield; for example, 0.34 means a 34% yield). (1) The reactants are C[O:2][C:3](=O)[C:4]1[CH:9]=[CH:8][CH:7]=[C:6]([C:10]#[N:11])[CH:5]=1.O.[NH2:14][NH2:15]. The catalyst is C(O)C. The product is [C:10]([C:6]1[CH:5]=[C:4]([CH:9]=[CH:8][CH:7]=1)[C:3]([NH:14][NH2:15])=[O:2])#[N:11]. The yield is 0.510. (2) The reactants are B(O)O.[C:4]([O:8][C:9](=[O:11])[NH2:10])([CH3:7])([CH3:6])[CH3:5].[C:12]([O:16][C:17]([N:19]1[CH2:23][CH2:22][CH2:21][CH:20]1[C:24]1[NH:25][C:26]([C:29]2[CH:34]=[CH:33][C:32](Br)=[CH:31][CH:30]=2)=[CH:27][N:28]=1)=[O:18])([CH3:15])([CH3:14])[CH3:13].C([O-])([O-])=O.[K+].[K+]. The catalyst is C1C=CC([P]([Pd]([P](C2C=CC=CC=2)(C2C=CC=CC=2)C2C=CC=CC=2)([P](C2C=CC=CC=2)(C2C=CC=CC=2)C2C=CC=CC=2)[P](C2C=CC=CC=2)(C2C=CC=CC=2)C2C=CC=CC=2)(C2C=CC=CC=2)C2C=CC=CC=2)=CC=1.COCCOC.O. The product is [C:4]([O:8][C:9]([N:10]1[CH2:23][CH2:22][CH2:21][CH:20]1[C:24]1[NH:25][C:26]([C:29]2[CH:34]=[CH:33][C:32]([C:32]3[CH:31]=[CH:30][C:29]([C:26]4[NH:25][C:24]([C:20]5([NH:19][C:17]([O:16][C:12]([CH3:14])([CH3:15])[CH3:13])=[O:18])[CH2:21][CH2:22][CH2:23]5)=[N:28][CH:27]=4)=[CH:34][CH:33]=3)=[CH:31][CH:30]=2)=[CH:27][N:28]=1)=[O:11])([CH3:7])([CH3:6])[CH3:5]. The yield is 0.0900. (3) The reactants are Cl[CH2:2][CH2:3][CH2:4][S:5]([O:8][CH2:9][CH2:10][CH2:11][CH3:12])(=[O:7])=[O:6].C([Li])CCC. The catalyst is C1COCC1. The product is [CH:4]1([S:5]([O:8][CH2:9][CH2:10][CH2:11][CH3:12])(=[O:7])=[O:6])[CH2:2][CH2:3]1. The yield is 0.782. (4) The reactants are Cl[C:2]1[C:3]([CH3:22])=[CH:4][C:5]2[N:6]([C:8]([C:11]3[CH:16]=[CH:15][CH:14]=[C:13]([O:17][C:18]([F:21])([F:20])[F:19])[CH:12]=3)=[CH:9][N:10]=2)[N:7]=1.[CH3:23][N:24]1[CH2:29][CH2:28][CH:27]([CH2:30][NH2:31])[CH2:26][CH2:25]1.CC([O-])(C)C.[Na+]. The catalyst is C1C=CC(/C=C/C(/C=C/C2C=CC=CC=2)=O)=CC=1.C1C=CC(/C=C/C(/C=C/C2C=CC=CC=2)=O)=CC=1.C1C=CC(/C=C/C(/C=C/C2C=CC=CC=2)=O)=CC=1.[Pd].[Pd].C1(C)C=CC=CC=1. The product is [CH3:22][C:3]1[C:2]([NH:31][CH2:30][CH:27]2[CH2:28][CH2:29][N:24]([CH3:23])[CH2:25][CH2:26]2)=[N:7][N:6]2[C:8]([C:11]3[CH:16]=[CH:15][CH:14]=[C:13]([O:17][C:18]([F:21])([F:20])[F:19])[CH:12]=3)=[CH:9][N:10]=[C:5]2[CH:4]=1. The yield is 0.0726. (5) The reactants are [CH:1]1[C:10]2[C:5](=[CH:6][CH:7]=[CH:8][CH:9]=2)[CH:4]=[CH:3][C:2]=1[C:11]([OH:13])=O.[CH2:14]([O:16][C:17](=[O:36])[CH2:18][CH2:19][C:20]1[CH:25]=[CH:24][CH:23]=[C:22]([N:26]2[C:30]([NH2:31])=[CH:29][C:28]([C:32]([CH3:35])([CH3:34])[CH3:33])=[N:27]2)[CH:21]=1)[CH3:15]. The catalyst is O=S(Cl)Cl.C(Cl)Cl. The product is [CH2:14]([O:16][C:17](=[O:36])[CH2:18][CH2:19][C:20]1[CH:25]=[CH:24][CH:23]=[C:22]([N:26]2[C:30]([NH:31][C:11]([C:2]3[CH:3]=[CH:4][C:5]4[C:10](=[CH:9][CH:8]=[CH:7][CH:6]=4)[CH:1]=3)=[O:13])=[CH:29][C:28]([C:32]([CH3:35])([CH3:34])[CH3:33])=[N:27]2)[CH:21]=1)[CH3:15]. The yield is 0.380. (6) The reactants are [NH2:1][CH2:2][CH:3]([OH:5])[CH3:4].[CH3:6][C:7]([O:10][C:11](O[C:11]([O:10][C:7]([CH3:9])([CH3:8])[CH3:6])=[O:12])=[O:12])([CH3:9])[CH3:8]. The catalyst is CO.O. The product is [OH:5][CH:3]([CH3:4])[CH2:2][NH:1][C:11](=[O:12])[O:10][C:7]([CH3:9])([CH3:8])[CH3:6]. The yield is 0.850. (7) The reactants are [CH2:1]([O:3][C:4]([C:6]1[C:11]([Br:12])=[CH:10][CH:9]=[C:8](Cl)[N:7]=1)=[O:5])[CH3:2].[Br:14][C:15]1[CH:22]=[CH:21][C:20]([OH:23])=[CH:19][C:16]=1[CH:17]=[O:18].C(=O)([O-])[O-].[Cs+].[Cs+]. The catalyst is CN(C=O)C. The product is [CH2:1]([O:3][C:4]([C:6]1[C:11]([Br:12])=[CH:10][CH:9]=[C:8]([O:23][C:20]2[CH:21]=[CH:22][C:15]([Br:14])=[C:16]([CH:17]=[O:18])[CH:19]=2)[N:7]=1)=[O:5])[CH3:2]. The yield is 0.310. (8) The reactants are [NH2:1][C:2]1[CH:24]=[CH:23][C:5]([O:6][C:7]2[C:16]3[C:11](=[CH:12][C:13]([O:17][CH2:18][C:19]([CH3:22])([OH:21])[CH3:20])=[CH:14][CH:15]=3)[N:10]=[CH:9][CH:8]=2)=[C:4]([F:25])[CH:3]=1.[CH3:26][N:27]1[C:31]([CH3:32])=[C:30]([C:33](O)=[O:34])[C:29](=[O:36])[N:28]1[C:37]1[CH:42]=[CH:41][CH:40]=[CH:39][CH:38]=1.C1C=NC2N(O)N=NC=2C=1.CCN=C=NCCCN(C)C. The catalyst is ClCCl.C(OCC)(=O)C. The product is [F:25][C:4]1[CH:3]=[C:2]([NH:1][C:33]([C:30]2[C:29](=[O:36])[N:28]([C:37]3[CH:38]=[CH:39][CH:40]=[CH:41][CH:42]=3)[N:27]([CH3:26])[C:31]=2[CH3:32])=[O:34])[CH:24]=[CH:23][C:5]=1[O:6][C:7]1[C:16]2[C:11](=[CH:12][C:13]([O:17][CH2:18][C:19]([OH:21])([CH3:22])[CH3:20])=[CH:14][CH:15]=2)[N:10]=[CH:9][CH:8]=1. The yield is 0.780. (9) The reactants are [CH3:1][O:2][C:3](=[O:33])[C:4]([NH:25][C:26]([O:28][C:29]([CH3:32])([CH3:31])[CH3:30])=[O:27])=[CH:5][C:6]1[CH:11]=[CH:10][C:9]([O:12][CH2:13][C:14]2[CH:19]=[CH:18][CH:17]=[CH:16][CH:15]=2)=[CH:8][C:7]=1[CH2:20][O:21][C:22](=[O:24])[CH3:23].[H][H]. The catalyst is CO. The product is [CH3:1][O:2][C:3](=[O:33])[CH:4]([NH:25][C:26]([O:28][C:29]([CH3:32])([CH3:31])[CH3:30])=[O:27])[CH2:5][C:6]1[CH:11]=[CH:10][C:9]([O:12][CH2:13][C:14]2[CH:19]=[CH:18][CH:17]=[CH:16][CH:15]=2)=[CH:8][C:7]=1[CH2:20][O:21][C:22](=[O:24])[CH3:23]. The yield is 0.900.